From a dataset of Full USPTO retrosynthesis dataset with 1.9M reactions from patents (1976-2016). Predict the reactants needed to synthesize the given product. (1) Given the product [F:32][C:2]([F:31])([F:1])[CH2:3][O:4][C:5]1[CH:10]=[CH:9][C:8]([O:11][CH2:12][C:13]([F:16])([F:14])[F:15])=[CH:7][C:6]=1[S:17]([NH:20][CH2:21][C@H:22]1[CH2:27][CH2:26][C@H:25]([C:28]([NH2:35])=[O:30])[CH2:24][CH2:23]1)(=[O:18])=[O:19], predict the reactants needed to synthesize it. The reactants are: [F:1][C:2]([F:32])([F:31])[CH2:3][O:4][C:5]1[CH:10]=[CH:9][C:8]([O:11][CH2:12][C:13]([F:16])([F:15])[F:14])=[CH:7][C:6]=1[S:17]([NH:20][CH2:21][C@H:22]1[CH2:27][CH2:26][C@H:25]([C:28]([OH:30])=O)[CH2:24][CH2:23]1)(=[O:19])=[O:18].C([N:35](CC)CC)C.ClC(OCC)=O.N. (2) Given the product [NH2:7][CH2:6][C:5]1[CH:8]=[CH:9][C:2]([Cl:1])=[CH:3][C:4]=1[O:10][CH2:11][CH2:12][OH:13], predict the reactants needed to synthesize it. The reactants are: [Cl:1][C:2]1[CH:9]=[CH:8][C:5]([C:6]#[N:7])=[C:4]([O:10][CH2:11][CH2:12][OH:13])[CH:3]=1.[H-].[H-].[H-].[H-].[Li+].[Al+3]. (3) Given the product [F:17][C:14]1[CH:15]=[CH:16][C:11]([C@H:8]2[N:7]([S:18]([C:21]3[CH:22]=[CH:23][C:24]([CH3:27])=[CH:25][CH:26]=3)(=[O:19])=[O:20])[C@@H:6]([CH2:5][CH2:4][CH2:3][CH2:2][N:28]3[CH:32]=[CH:31][N:30]=[CH:29]3)[CH2:10][CH2:9]2)=[CH:12][CH:13]=1, predict the reactants needed to synthesize it. The reactants are: Cl[CH2:2][CH2:3][CH2:4][CH2:5][C@H:6]1[CH2:10][CH2:9][C@@H:8]([C:11]2[CH:16]=[CH:15][C:14]([F:17])=[CH:13][CH:12]=2)[N:7]1[S:18]([C:21]1[CH:26]=[CH:25][C:24]([CH3:27])=[CH:23][CH:22]=1)(=[O:20])=[O:19].[NH:28]1[CH:32]=[CH:31][N:30]=[CH:29]1. (4) Given the product [C:21]([O:20][C@H:7]1[C@@H:6]([O:29][C:30](=[O:31])[C:32]2[CH:37]=[CH:36][CH:35]=[CH:34][CH:33]=2)[C@H:5]([C:38]#[N:39])[O:9][C@@H:8]1[CH2:10][O:11][C:12](=[O:13])[C:14]1[CH:15]=[CH:16][CH:17]=[CH:18][CH:19]=1)(=[O:22])[C:23]1[CH:28]=[CH:27][CH:26]=[CH:25][CH:24]=1, predict the reactants needed to synthesize it. The reactants are: CC(O[C@@H:5]1[O:9][C@H:8]([CH2:10][O:11][C:12]([C:14]2[CH:19]=[CH:18][CH:17]=[CH:16][CH:15]=2)=[O:13])[C@@H:7]([O:20][C:21]([C:23]2[CH:28]=[CH:27][CH:26]=[CH:25][CH:24]=2)=[O:22])[C@H:6]1[O:29][C:30]([C:32]1[CH:37]=[CH:36][CH:35]=[CH:34][CH:33]=1)=[O:31])=O.[C:38]([Si](C)(C)C)#[N:39].B(F)(F)F.CCOCC.C(=O)(O)[O-].[Na+]. (5) The reactants are: Br[C:2]1[CH:3]=[CH:4][C:5]([CH:8]2[CH2:10][CH2:9]2)=[N:6][CH:7]=1.[B:11]1([B:11]2[O:15][C:14]([CH3:17])([CH3:16])[C:13]([CH3:19])([CH3:18])[O:12]2)[O:15][C:14]([CH3:17])([CH3:16])[C:13]([CH3:19])([CH3:18])[O:12]1.C([O-])(=O)C.[K+]. Given the product [CH:8]1([C:5]2[CH:4]=[CH:3][C:2]([B:11]3[O:15][C:14]([CH3:17])([CH3:16])[C:13]([CH3:19])([CH3:18])[O:12]3)=[CH:7][N:6]=2)[CH2:10][CH2:9]1, predict the reactants needed to synthesize it.